Dataset: Reaction yield outcomes from USPTO patents with 853,638 reactions. Task: Predict the reaction yield, written as a fraction of the theoretical maximum amount of product (1.0 means a 100% yield; for example, 0.34 means a 34% yield). (1) The reactants are [CH2:1]([O:3][C:4]([N:6]1[CH2:11][CH2:10][CH:9]([C:12]2[C:20]3[C:15](=[CH:16][CH:17]=[C:18]([O:21][CH3:22])[CH:19]=3)[NH:14][CH:13]=2)[CH2:8][CH2:7]1)=[O:5])[CH3:2].Br[CH2:24][C:25]1[O:26][CH:27]=[CH:28][CH:29]=1. The catalyst is C(OCC)C. The product is [CH2:1]([O:3][C:4]([N:6]1[CH2:11][CH2:10][CH:9]([C:12]2[C:20]3[C:15](=[CH:16][CH:17]=[C:18]([O:21][CH3:22])[CH:19]=3)[N:14]([CH2:24][C:25]3[O:26][CH:27]=[CH:28][CH:29]=3)[CH:13]=2)[CH2:8][CH2:7]1)=[O:5])[CH3:2]. The yield is 1.00. (2) The reactants are [CH3:1][O:2][C:3]1[CH:8]=[CH:7][C:6]([C@@H:9]([CH3:25])[C:10](N2[C@@H](CC3C=CC=CC=3)COC2=O)=[O:11])=[CH:5][CH:4]=1.[OH-:26].[Li+].OO. The catalyst is C1COCC1. The product is [CH3:1][O:2][C:3]1[CH:4]=[CH:5][C:6]([C@@H:9]([CH3:25])[C:10]([OH:11])=[O:26])=[CH:7][CH:8]=1. The yield is 0.760.